Dataset: Reaction yield outcomes from USPTO patents with 853,638 reactions. Task: Predict the reaction yield, written as a fraction of the theoretical maximum amount of product (1.0 means a 100% yield; for example, 0.34 means a 34% yield). The reactants are C[O:2][C:3]([C:5]1[S:6][C:7]([CH2:10][CH2:11][CH2:12][C@H:13]2[CH2:17][C:16](=[O:18])[C:15]([OH:19])=[C:14]2[C:20]2[CH:25]=[CH:24][C:23]([CH:26]([OH:32])[CH2:27][CH2:28][CH2:29][CH2:30][CH3:31])=[CH:22][CH:21]=2)=[CH:8][CH:9]=1)=[O:4].CS(C)=O.P([O-])([O-])([O-])=O. The catalyst is C(Cl)Cl. The product is [OH:19][C:15]1[C:16](=[O:18])[CH2:17][C@H:13]([CH2:12][CH2:11][CH2:10][C:7]2[S:6][C:5]([C:3]([OH:4])=[O:2])=[CH:9][CH:8]=2)[C:14]=1[C:20]1[CH:25]=[CH:24][C:23]([CH:26]([OH:32])[CH2:27][CH2:28][CH2:29][CH2:30][CH3:31])=[CH:22][CH:21]=1. The yield is 0.210.